The task is: Predict the reactants needed to synthesize the given product.. This data is from Full USPTO retrosynthesis dataset with 1.9M reactions from patents (1976-2016). (1) Given the product [NH2:1][C:2]1[N:7]=[C:6]([C:8]2[CH:16]=[CH:15][C:11]3[O:12][CH2:13][O:14][C:10]=3[CH:9]=2)[C:5]([C:17]#[N:18])=[C:4]([O:29][CH:23]2[CH2:28][CH2:27][CH2:26][CH2:25][CH2:24]2)[N:3]=1, predict the reactants needed to synthesize it. The reactants are: [NH2:1][C:2]1[N:7]=[C:6]([C:8]2[CH:16]=[CH:15][C:11]3[O:12][CH2:13][O:14][C:10]=3[CH:9]=2)[C:5]([C:17]#[N:18])=[C:4](S(C)(=O)=O)[N:3]=1.[CH:23]1([OH:29])[CH2:28][CH2:27][CH2:26][CH2:25][CH2:24]1.C1CCN2C(=NCCC2)CC1. (2) Given the product [C:34]([O:37][CH2:17][C:16]([NH:15][C:13]1[CH:14]=[C:9]([O:8][CH2:1][C:2]2[CH:7]=[CH:6][CH:5]=[CH:4][CH:3]=2)[CH:10]=[CH:11][C:12]=1[S:20](=[O:33])(=[O:32])[NH:21][C:22]1[CH:23]=[CH:24][C:25]2[CH2:29][O:28][B:27]([OH:30])[C:26]=2[CH:31]=1)=[O:19])(=[O:35])[CH3:36], predict the reactants needed to synthesize it. The reactants are: [CH2:1]([O:8][C:9]1[CH:10]=[CH:11][C:12]([S:20](=[O:33])(=[O:32])[NH:21][C:22]2[CH:23]=[CH:24][C:25]3[CH2:29][O:28][B:27]([OH:30])[C:26]=3[CH:31]=2)=[C:13]([NH:15][C:16](=[O:19])[CH2:17]Cl)[CH:14]=1)[C:2]1[CH:7]=[CH:6][CH:5]=[CH:4][CH:3]=1.[C:34]([O:37][K])([CH3:36])=[O:35]. (3) Given the product [F:1][C:2]1[C:11]2[C:6](=[CH:7][CH:8]=[CH:9][CH:10]=2)[C:5]([C:12]([NH:36][CH:24]([CH2:25][C:26]2[CH:27]=[CH:28][C:29]([C:32]([F:33])([F:34])[F:35])=[CH:30][CH:31]=2)[CH:23]([OH:22])[C:37]2[C:46]3[C:41](=[CH:42][CH:43]=[CH:44][CH:45]=3)[CH:40]=[CH:39][CH:38]=2)=[O:14])=[CH:4][CH:3]=1, predict the reactants needed to synthesize it. The reactants are: [F:1][C:2]1[C:11]2[C:6](=[CH:7][CH:8]=[CH:9][CH:10]=2)[C:5]([C:12]([OH:14])=O)=[CH:4][CH:3]=1.C(Cl)(=O)C(Cl)=O.Cl.[OH:22][CH:23]([C:37]1[C:46]2[C:41](=[CH:42][CH:43]=[CH:44][CH:45]=2)[CH:40]=[CH:39][CH:38]=1)[CH:24]([NH2:36])[CH2:25][C:26]1[CH:31]=[CH:30][C:29]([C:32]([F:35])([F:34])[F:33])=[CH:28][CH:27]=1.C(=O)([O-])O.[Na+].